This data is from Forward reaction prediction with 1.9M reactions from USPTO patents (1976-2016). The task is: Predict the product of the given reaction. (1) Given the reactants Cl[C:2]1[N:7]=[C:6]([NH:8][C:9]([CH:11]2[CH2:13][CH2:12]2)=[O:10])[CH:5]=[N:4][C:3]=1[C:14]1[CH:19]=[CH:18][N+:17]([O-:20])=[CH:16][C:15]=1[F:21].[N:22]1[CH:27]=[CH:26][CH:25]=[C:24](B(O)O)[CH:23]=1.C([O-])([O-])=O.[Cs+].[Cs+].O1CCOCC1, predict the reaction product. The product is: [F:21][C:15]1[CH:16]=[N+:17]([O-:20])[CH:18]=[CH:19][C:14]=1[C:3]1[N:4]=[CH:5][C:6]([NH:8][C:9]([CH:11]2[CH2:13][CH2:12]2)=[O:10])=[N:7][C:2]=1[C:24]1[CH:23]=[N:22][CH:27]=[CH:26][CH:25]=1. (2) Given the reactants Cl[C:2]1[N:7]=[C:6]([C:8]2[N:12]3[CH:13]=[CH:14][CH:15]=[CH:16][C:11]3=[N:10][C:9]=2[C:17]2[CH:18]=[C:19]([CH:31]=[CH:32][CH:33]=2)[C:20]([NH:22][C:23]2[C:28]([F:29])=[CH:27][CH:26]=[CH:25][C:24]=2[F:30])=[O:21])[CH:5]=[CH:4][N:3]=1.[CH2:34]([O:36][C:37]1[CH:43]=[C:42]([N:44]2[CH2:49][CH2:48][CH:47]([N:50]3[CH2:55][CH2:54][N:53]([S:56]([CH3:59])(=[O:58])=[O:57])[CH2:52][CH2:51]3)[CH2:46][CH2:45]2)[CH:41]=[CH:40][C:38]=1[NH2:39])[CH3:35].C1(C)C=CC(S(O)(=O)=O)=CC=1, predict the reaction product. The product is: [F:30][C:24]1[CH:25]=[CH:26][CH:27]=[C:28]([F:29])[C:23]=1[NH:22][C:20](=[O:21])[C:19]1[CH:31]=[CH:32][CH:33]=[C:17]([C:9]2[N:10]=[C:11]3[CH:16]=[CH:15][CH:14]=[CH:13][N:12]3[C:8]=2[C:6]2[CH:5]=[CH:4][N:3]=[C:2]([NH:39][C:38]3[CH:40]=[CH:41][C:42]([N:44]4[CH2:49][CH2:48][CH:47]([N:50]5[CH2:55][CH2:54][N:53]([S:56]([CH3:59])(=[O:58])=[O:57])[CH2:52][CH2:51]5)[CH2:46][CH2:45]4)=[CH:43][C:37]=3[O:36][CH2:34][CH3:35])[N:7]=2)[CH:18]=1. (3) Given the reactants [Br:1][C:2]1[C:7]([C:8]2[CH:13]=[CH:12][CH:11]=[C:10](O)[CH:9]=2)=[CH:6][C:5]([OH:15])=[CH:4][CH:3]=1.[CH2:16](Br)[CH2:17][CH2:18][CH2:19][CH2:20][CH2:21][CH2:22][CH3:23].[C:25](=[O:28])([O-])[O-].[K+].[K+].[I-].[K+], predict the reaction product. The product is: [Br:1][C:2]1[CH:3]=[CH:4][C:5]([O:15][CH2:16][CH2:17][CH2:18][CH2:19][CH2:20][CH2:21][CH2:22][CH3:23])=[CH:6][C:7]=1[C:8]1[CH:13]=[CH:12][CH:11]=[C:10]([O:28][CH2:25][CH2:8][CH2:7][CH2:2][CH2:3][CH2:4][CH2:5][CH3:6])[CH:9]=1. (4) Given the reactants [C:1]([O:5][C:6](=[O:22])[NH:7][C@H:8]([C:15]1[CH:20]=[CH:19][CH:18]=[C:17]([OH:21])[CH:16]=1)[C:9]1[CH:14]=[CH:13][CH:12]=[CH:11][CH:10]=1)([CH3:4])([CH3:3])[CH3:2].C(=O)([O-])[O-].[Cs+].[Cs+].Br[CH2:30][CH2:31][O:32][C:33]1[CH:38]=[CH:37][C:36]([CH:39]=[O:40])=[CH:35][CH:34]=1, predict the reaction product. The product is: [C:1]([O:5][C:6](=[O:22])[NH:7][C@H:8]([C:15]1[CH:20]=[CH:19][CH:18]=[C:17]([O:21][CH2:30][CH2:31][O:32][C:33]2[CH:38]=[CH:37][C:36]([CH:39]=[O:40])=[CH:35][CH:34]=2)[CH:16]=1)[C:9]1[CH:14]=[CH:13][CH:12]=[CH:11][CH:10]=1)([CH3:4])([CH3:2])[CH3:3]. (5) Given the reactants [C:1]([O:5][C:6](=[O:34])[NH:7][C:8]([C:10]1[S:11][C:12]([S:32][CH3:33])=[C:13]([S:15]([C:18]2[CH:19]=[C:20]([C:24]3[C:29]([CH3:30])=[CH:28][CH:27]=[CH:26][C:25]=3[NH2:31])[CH:21]=[CH:22][CH:23]=2)(=[O:17])=[O:16])[CH:14]=1)=[NH:9])([CH3:4])([CH3:3])[CH3:2].C(N(CC)CC)C.[CH3:42][S:43]([CH2:46][CH2:47][CH2:48][C:49](Cl)=[O:50])(=[O:45])=[O:44], predict the reaction product. The product is: [C:1]([O:5][C:6](=[O:34])[NH:7][C:8](=[NH:9])[C:10]1[S:11][C:12]([S:32][CH3:33])=[C:13]([S:15]([C:18]2[CH:19]=[C:20]([C:24]3[C:25]([NH:31][C:49](=[O:50])[CH2:48][CH2:47][CH2:46][S:43]([CH3:42])(=[O:45])=[O:44])=[CH:26][CH:27]=[CH:28][C:29]=3[CH3:30])[CH:21]=[CH:22][CH:23]=2)(=[O:17])=[O:16])[CH:14]=1)([CH3:4])([CH3:3])[CH3:2].